This data is from Forward reaction prediction with 1.9M reactions from USPTO patents (1976-2016). The task is: Predict the product of the given reaction. (1) Given the reactants [OH:1][CH2:2][CH2:3][C:4]1[CH:9]=[CH:8][C:7]([NH:10][C:11]2[C:24]3[C:23](=[O:25])[C:22]4[C:17](=[CH:18][CH:19]=[CH:20][CH:21]=4)[C:16](=[O:26])[C:15]=3[C:14]([NH2:27])=[C:13](Cl)[CH:12]=2)=[CH:6][CH:5]=1.[SH:29][CH2:30][CH2:31][OH:32].[OH-].[Na+], predict the reaction product. The product is: [OH:1][CH2:2][CH2:3][C:4]1[CH:9]=[CH:8][C:7]([NH:10][C:11]2[C:24]3[C:23](=[O:25])[C:22]4[C:17](=[CH:18][CH:19]=[CH:20][CH:21]=4)[C:16](=[O:26])[C:15]=3[C:14]([NH2:27])=[C:13]([S:29][CH2:30][CH2:31][OH:32])[CH:12]=2)=[CH:6][CH:5]=1. (2) Given the reactants [NH2:1][C:2]1[S:6][C:5]([CH:7]=[O:8])=[CH:4][C:3]=1[C:9]1[NH:13][N:12]=[CH:11][CH:10]=1.Cl[C:15]([O:18]C(=O)OC(Cl)(Cl)Cl)(Cl)Cl, predict the reaction product. The product is: [O:18]=[C:15]1[N:13]2[N:12]=[CH:11][CH:10]=[C:9]2[C:3]2[CH:4]=[C:5]([CH:7]=[O:8])[S:6][C:2]=2[NH:1]1. (3) The product is: [CH3:7][C:6]([N+:3]([O-:5])=[O:4])([CH2:8][CH3:9])[CH2:1][OH:2]. Given the reactants [CH2:1]=[O:2].[N+:3]([CH:6]([CH2:8][CH3:9])[CH3:7])([O-:5])=[O:4], predict the reaction product. (4) The product is: [C:13]([NH:1][C:2]1[CH:3]=[CH:4][C:5]([CH2:8][CH2:9][C:10]([OH:12])=[O:11])=[CH:6][CH:7]=1)(=[O:15])[CH3:14]. Given the reactants [NH2:1][C:2]1[CH:7]=[CH:6][C:5]([CH2:8][CH2:9][C:10]([OH:12])=[O:11])=[CH:4][CH:3]=1.[C:13](OC(=O)C)(=[O:15])[CH3:14], predict the reaction product. (5) Given the reactants [CH:1]1([N:4]2[C:8](=[O:9])[N:7]([C:10]3[CH:15]=[CH:14][C:13]([C:16]([F:19])([F:18])[F:17])=[CH:12][CH:11]=3)[N:6]=[C:5]2[CH2:20][CH2:21][CH2:22][C:23]2[CH:28]=[CH:27][C:26]([C:29]3[CH:34]=[CH:33][C:32]([O:35][CH3:36])=[C:31]([CH2:37][C:38]([O:40]C)=[O:39])[CH:30]=3)=[CH:25][CH:24]=2)[CH2:3][CH2:2]1.O.[OH-].[Li+], predict the reaction product. The product is: [CH:1]1([N:4]2[C:8](=[O:9])[N:7]([C:10]3[CH:11]=[CH:12][C:13]([C:16]([F:17])([F:18])[F:19])=[CH:14][CH:15]=3)[N:6]=[C:5]2[CH2:20][CH2:21][CH2:22][C:23]2[CH:28]=[CH:27][C:26]([C:29]3[CH:34]=[CH:33][C:32]([O:35][CH3:36])=[C:31]([CH2:37][C:38]([OH:40])=[O:39])[CH:30]=3)=[CH:25][CH:24]=2)[CH2:2][CH2:3]1.